This data is from Forward reaction prediction with 1.9M reactions from USPTO patents (1976-2016). The task is: Predict the product of the given reaction. (1) Given the reactants [Cl:1][C:2]1[CH:7]=[CH:6][C:5]([C:8]2[CH2:13][C:12]([CH3:15])([CH3:14])[CH2:11][CH2:10][C:9]=2[CH2:16][N:17]2[CH2:22][CH2:21][N:20]([C:23]3[CH:24]=[CH:25][C:26]([C:49](=[O:71])[NH:50][S:51]([C:54]4[CH:59]=[CH:58][C:57]([NH:60][CH2:61][CH:62]5[CH2:67][CH2:66][O:65][CH2:64][CH2:63]5)=[C:56]([N+:68]([O-:70])=[O:69])[CH:55]=4)(=[O:53])=[O:52])=[C:27]([CH:48]=3)[O:28][C:29]3[CH:30]=[C:31]4[C:35](=[CH:36][CH:37]=3)[NH:34][CH:33]=[C:32]4[CH2:38][CH2:39][NH:40]C(=O)OC(C)(C)C)[CH2:19][CH2:18]2)=[CH:4][CH:3]=1.FC(F)(F)C(O)=O, predict the reaction product. The product is: [NH2:40][CH2:39][CH2:38][C:32]1[C:31]2[C:35](=[CH:36][CH:37]=[C:29]([O:28][C:27]3[CH:48]=[C:23]([N:20]4[CH2:21][CH2:22][N:17]([CH2:16][C:9]5[CH2:10][CH2:11][C:12]([CH3:15])([CH3:14])[CH2:13][C:8]=5[C:5]5[CH:4]=[CH:3][C:2]([Cl:1])=[CH:7][CH:6]=5)[CH2:18][CH2:19]4)[CH:24]=[CH:25][C:26]=3[C:49]([NH:50][S:51]([C:54]3[CH:59]=[CH:58][C:57]([NH:60][CH2:61][CH:62]4[CH2:63][CH2:64][O:65][CH2:66][CH2:67]4)=[C:56]([N+:68]([O-:70])=[O:69])[CH:55]=3)(=[O:53])=[O:52])=[O:71])[CH:30]=2)[NH:34][CH:33]=1. (2) The product is: [Br:1][C:2]1[CH:7]=[CH:6][C:5]([C:8]2[CH2:13][CH2:12][N:11]=[CH:10][CH:9]=2)=[CH:4][CH:3]=1. Given the reactants [Br:1][C:2]1[CH:7]=[CH:6][C:5]([C:8]2(O)[CH2:13][CH2:12][NH:11][CH2:10][CH2:9]2)=[CH:4][CH:3]=1, predict the reaction product. (3) Given the reactants [F:1][C:2]1[CH:3]=C(C=[C:8]([N:10]2[CH2:16][CH2:15][CH2:14][C:13]3[O:17][C:18]([C:20]4[CH:25]=[CH:24][CH:23]=[CH:22][N:21]=4)=[N:19][C:12]=3[CH2:11]2)[CH:9]=1)C#N.BrC1[CH:28]=[N:29]C=C(F)C=1, predict the reaction product. The product is: [F:1][C:2]1[CH:9]=[C:8]([N:10]2[CH2:16][CH2:15][CH2:14][C:13]3[O:17][C:18]([C:20]4[CH:25]=[CH:24][CH:23]=[CH:22][N:21]=4)=[N:19][C:12]=3[CH2:11]2)[CH:28]=[N:29][CH:3]=1. (4) Given the reactants [Cl:1][C:2]1[CH:3]=[C:4]([CH:24]=[CH:25][CH:26]=1)[CH2:5][NH:6][C:7]([C:9]1[S:10][CH:11]=[CH:12][C:13]=1[NH:14][C:15]1[C:16]2[CH:23]=[CH:22][NH:21][C:17]=2[N:18]=[CH:19][N:20]=1)=[O:8].[CH3:27]OC(C1SC(C)=CC=1NC1C2C=CNC=2N=CN=1)=O, predict the reaction product. The product is: [Cl:1][C:2]1[CH:3]=[C:4]([CH:24]=[CH:25][CH:26]=1)[CH2:5][NH:6][C:7]([C:9]1[S:10][C:11]([CH3:27])=[CH:12][C:13]=1[NH:14][C:15]1[C:16]2[CH:23]=[CH:22][NH:21][C:17]=2[N:18]=[CH:19][N:20]=1)=[O:8]. (5) Given the reactants [CH2:1]([O:3][C:4](=[O:15])[C:5]([C:8]1[CH:13]=[CH:12][C:11](Br)=[CH:10][CH:9]=1)([CH3:7])[CH3:6])[CH3:2].[B:16]1([B:16]2[O:20][C:19]([CH3:22])([CH3:21])[C:18]([CH3:24])([CH3:23])[O:17]2)[O:20][C:19]([CH3:22])([CH3:21])[C:18]([CH3:24])([CH3:23])[O:17]1, predict the reaction product. The product is: [CH2:1]([O:3][C:4](=[O:15])[C:5]([CH3:7])([C:8]1[CH:13]=[CH:12][C:11]([B:16]2[O:20][C:19]([CH3:22])([CH3:21])[C:18]([CH3:24])([CH3:23])[O:17]2)=[CH:10][CH:9]=1)[CH3:6])[CH3:2]. (6) Given the reactants [Br:1][C:2]1[CH:7]=[CH:6][C:5]([CH2:8][CH2:9][C:10]([OH:12])=[O:11])=[CH:4][CH:3]=1.[C:13](OC(O[C:13]([CH3:16])([CH3:15])[CH3:14])N(C)C)([CH3:16])([CH3:15])[CH3:14].C(OCC)(=O)C, predict the reaction product. The product is: [Br:1][C:2]1[CH:3]=[CH:4][C:5]([CH2:8][CH2:9][C:10]([O:12][C:13]([CH3:16])([CH3:15])[CH3:14])=[O:11])=[CH:6][CH:7]=1. (7) Given the reactants [NH2:1][C:2]1[C:10]2[CH2:9][CH2:8][N:7]([CH2:11][C:12]3[O:13][CH:14]=[CH:15][CH:16]=3)[C:6](=[O:17])[C:5]=2[NH:4][N:3]=1.[C:18](=[O:21])([O-])[O-].[K+].[K+].ClC[CH2:26][C:27]([N:29]1[CH2:34][CH2:33][N:32]([C:35]2[CH:40]=[CH:39][C:38]([CH3:41])=[CH:37][C:36]=2[CH3:42])[CH2:31][CH2:30]1)=O, predict the reaction product. The product is: [NH2:1][C:2]1[C:10]2[CH2:9][CH2:8][N:7]([CH2:11][C:12]3[O:13][CH:14]=[CH:15][CH:16]=3)[C:6](=[O:17])[C:5]=2[N:4]([C:18](=[O:21])[CH2:26][CH2:27][N:29]2[CH2:34][CH2:33][N:32]([C:35]3[CH:40]=[CH:39][C:38]([CH3:41])=[CH:37][C:36]=3[CH3:42])[CH2:31][CH2:30]2)[N:3]=1. (8) Given the reactants [NH2:1][C:2]1[CH:3]=[C:4]2[C:8](=[CH:9][CH:10]=1)[NH:7][CH:6]=[C:5]2[CH2:11][CH2:12][NH:13][C:14](=[O:16])[CH3:15].[O-:17][C:18]#[N:19].[Na+], predict the reaction product. The product is: [NH:1]([C:2]1[CH:3]=[C:4]2[C:8](=[CH:9][CH:10]=1)[NH:7][CH:6]=[C:5]2[CH2:11][CH2:12][NH:13][C:14](=[O:16])[CH3:15])[C:18]([NH2:19])=[O:17]. (9) Given the reactants Cl[CH2:2][C:3]([C:5]1[CH:6]=[C:7]2[C:12](=[CH:13][CH:14]=1)[NH:11][C:10](=[O:15])[CH2:9][CH2:8]2)=[O:4].[OH:16][C:17]1([C:23]2[S:24][C:25]([CH3:28])=[CH:26][CH:27]=2)[CH2:22][CH2:21][NH:20][CH2:19][CH2:18]1.C(N(CC)CC)C, predict the reaction product. The product is: [OH:16][C:17]1([C:23]2[S:24][C:25]([CH3:28])=[CH:26][CH:27]=2)[CH2:18][CH2:19][N:20]([CH2:2][C:3]([C:5]2[CH:6]=[C:7]3[C:12](=[CH:13][CH:14]=2)[NH:11][C:10](=[O:15])[CH2:9][CH2:8]3)=[O:4])[CH2:21][CH2:22]1. (10) Given the reactants Br[C:2]1[CH:7]=[CH:6][C:5]([S:8]([N:11]2[CH2:26][CH2:25][C:14]3([O:19][CH2:18][C:17](=[O:20])[N:16]([C:21]([CH3:24])([CH3:23])[CH3:22])[CH2:15]3)[CH2:13][CH2:12]2)(=[O:10])=[O:9])=[CH:4][CH:3]=1.CC1(C)C(C)(C)OB([C:35]2[CH:44]=[C:43]3[C:38]([CH:39]=[CH:40][CH:41]=[N:42]3)=[CH:37][CH:36]=2)O1.C(=O)([O-])[O-].[K+].[K+], predict the reaction product. The product is: [CH3:22][C:21]([N:16]1[CH2:15][C:14]2([CH2:25][CH2:26][N:11]([S:8]([C:5]3[CH:6]=[CH:7][C:2]([C:35]4[CH:44]=[C:43]5[C:38]([CH:39]=[CH:40][CH:41]=[N:42]5)=[CH:37][CH:36]=4)=[CH:3][CH:4]=3)(=[O:10])=[O:9])[CH2:12][CH2:13]2)[O:19][CH2:18][C:17]1=[O:20])([CH3:24])[CH3:23].